Dataset: Full USPTO retrosynthesis dataset with 1.9M reactions from patents (1976-2016). Task: Predict the reactants needed to synthesize the given product. (1) Given the product [CH2:16]([CH:13]([CH2:14][CH3:15])[CH2:12][C:6]1([C:4]([OH:5])=[O:3])[CH2:7][CH2:8][CH2:9][CH2:10][CH2:11]1)[CH3:17], predict the reactants needed to synthesize it. The reactants are: C([O:3][C:4]([C:6]1([CH2:12][CH:13]([CH2:16][CH3:17])[CH2:14][CH3:15])[CH2:11][CH2:10][CH2:9][CH2:8][CH2:7]1)=[O:5])C.CC([O-])(C)C.[K+].O.OS(O)(=O)=O. (2) Given the product [Cl:1][C:2]1[N:10]=[C:9]([CH3:11])[N:8]=[C:7]2[C:3]=1[N:4]=[C:5]([C:16]1[CH:21]=[CH:20][CH:19]=[CH:18][C:17]=1[Cl:22])[N:6]2[CH2:12][C:13]#[N:15], predict the reactants needed to synthesize it. The reactants are: [Cl:1][C:2]1[N:10]=[C:9]([CH3:11])[N:8]=[C:7]2[C:3]=1[N:4]=[C:5]([C:16]1[CH:21]=[CH:20][CH:19]=[CH:18][C:17]=1[Cl:22])[N:6]2[CH2:12][C:13]([NH2:15])=O.P(Cl)(Cl)(Cl)=O. (3) Given the product [CH:17]1([C:20]([N:4]2[CH2:5][CH2:6][N:1]([C:7]([O:9][CH2:10][C:11]3[CH:16]=[CH:15][CH:14]=[CH:13][CH:12]=3)=[O:8])[CH2:2][CH2:3]2)=[O:21])[CH2:19][CH2:18]1, predict the reactants needed to synthesize it. The reactants are: [N:1]1([C:7]([O:9][CH2:10][C:11]2[CH:16]=[CH:15][CH:14]=[CH:13][CH:12]=2)=[O:8])[CH2:6][CH2:5][NH:4][CH2:3][CH2:2]1.[CH:17]1([C:20](O)=[O:21])[CH2:19][CH2:18]1.Cl.C(N=C=NCCCN(C)C)C.ON1C2C=CC=CC=2N=N1.C(N(CC)CC)C. (4) The reactants are: [Cl:1][C:2]1[CH:7]=[C:6]([CH:8]=O)[C:5]([C:10]2[CH:15]=[CH:14][CH:13]=[CH:12][CH:11]=2)=[CH:4][N:3]=1.Cl.[NH2:17]O.C([O-])=O.[Na+].C(OC(=O)C)(=O)C. Given the product [Cl:1][C:2]1[CH:7]=[C:6]([C:8]#[N:17])[C:5]([C:10]2[CH:15]=[CH:14][CH:13]=[CH:12][CH:11]=2)=[CH:4][N:3]=1, predict the reactants needed to synthesize it. (5) Given the product [S:1](=[O:3])=[O:2].[C:4]1([S:10][C:11]([F:13])([F:12])[C:14]([F:16])([F:15])[S:1]([F:24])(=[O:3])=[O:2])[CH:9]=[CH:8][CH:7]=[CH:6][CH:5]=1, predict the reactants needed to synthesize it. The reactants are: [S:1](=[O:3])=[O:2].[C:4]1([S:10][C:11]([C:14]([Si](C)(C)C)([F:16])[F:15])([F:13])[F:12])[CH:9]=[CH:8][CH:7]=[CH:6][CH:5]=1.[F-].[Cs+].[B-](F)(F)(F)[F:24].[B-](F)(F)(F)F.C1[N+]2(CCl)CC[N+](F)(CC2)C1.